This data is from Catalyst prediction with 721,799 reactions and 888 catalyst types from USPTO. The task is: Predict which catalyst facilitates the given reaction. (1) Reactant: [C:1]([C:3]1[CH:9]=[CH:8][C:6]([NH2:7])=[CH:5][CH:4]=1)#[N:2].[C:10]([O:14]Cl)(C)(C)[CH3:11].CC[C:18](OCC)=[S:19].C(N(CC)CC)C.Cl. Product: [C:1]([C:3]1[CH:4]=[C:5]2[C:6](=[CH:8][CH:9]=1)[NH:7][C:10](=[O:14])[CH:11]2[S:19][CH3:18])#[N:2]. The catalyst class is: 363. (2) Reactant: [NH2:1][C:2]1[CH:3]=[N:4][CH:5]=[CH:6][CH:7]=1.[Cl:8][C:9]1[C:14]([O:15][CH3:16])=[CH:13][C:12]([O:17][CH3:18])=[C:11]([Cl:19])[C:10]=1[C:20]1[C:29]2[N:28]=[C:27]([CH2:30][N:31]3[CH2:36][CH2:35][N:34]([CH2:37][CH3:38])[CH2:33][CH2:32]3)[CH:26]=[N:25][C:24]=2[C:23]([C:39](O)=[O:40])=[CH:22][CH:21]=1. Product: [N:4]1[CH:5]=[CH:6][CH:7]=[C:2]([NH:1][C:39]([C:23]2[C:24]3[N:25]=[CH:26][C:27]([CH2:30][N:31]4[CH2:36][CH2:35][N:34]([CH2:37][CH3:38])[CH2:33][CH2:32]4)=[N:28][C:29]=3[C:20]([C:10]3[C:9]([Cl:8])=[C:14]([O:15][CH3:16])[CH:13]=[C:12]([O:17][CH3:18])[C:11]=3[Cl:19])=[CH:21][CH:22]=2)=[O:40])[CH:3]=1. The catalyst class is: 61. (3) Reactant: C(N(CC)CC)C.[CH3:8][O:9][C:10]1[C:15]([NH2:16])=[CH:14][C:13]([C:17]2([CH3:20])[CH2:19][CH2:18]2)=[CH:12][C:11]=1[NH2:21].[CH3:22][S:23](Cl)(=[O:25])=[O:24]. Product: [NH2:21][C:11]1[C:10]([O:9][CH3:8])=[C:15]([NH:16][S:23]([CH3:22])(=[O:25])=[O:24])[CH:14]=[C:13]([C:17]2([CH3:20])[CH2:19][CH2:18]2)[CH:12]=1. The catalyst class is: 2. (4) Reactant: [C:1]([O:5][C:6]([NH:8][N:9]=[C:10]1[CH2:13][N:12]([CH:14]([C:21]2[CH:26]=[CH:25][CH:24]=[CH:23][CH:22]=2)[C:15]2[CH:20]=[CH:19][CH:18]=[CH:17][CH:16]=2)[CH2:11]1)=[O:7])([CH3:4])([CH3:3])[CH3:2].C([BH3-])#N.[Na+]. Product: [C:1]([O:5][C:6]([NH:8][NH:9][CH:10]1[CH2:11][N:12]([CH:14]([C:21]2[CH:26]=[CH:25][CH:24]=[CH:23][CH:22]=2)[C:15]2[CH:16]=[CH:17][CH:18]=[CH:19][CH:20]=2)[CH2:13]1)=[O:7])([CH3:4])([CH3:2])[CH3:3]. The catalyst class is: 52. (5) Reactant: [O:1]([C:8]1[CH:13]=[CH:12][CH:11]=[CH:10][C:9]=1[CH2:14][CH2:15][C:16]([OH:18])=O)[C:2]1[CH:7]=[CH:6][CH:5]=[CH:4][CH:3]=1.[CH:19]([NH:22][NH:23][C:24](=[O:31])[C:25]1[CH:30]=[CH:29][CH:28]=[CH:27][CH:26]=1)([CH3:21])[CH3:20].C(N(C(C)C)CC)(C)C.C1CN([P+](Br)(N2CCCC2)N2CCCC2)CC1.F[P-](F)(F)(F)(F)F. Product: [CH:19]([N:22]([C:16](=[O:18])[CH2:15][CH2:14][C:9]1[CH:10]=[CH:11][CH:12]=[CH:13][C:8]=1[O:1][C:2]1[CH:3]=[CH:4][CH:5]=[CH:6][CH:7]=1)[NH:23][C:24](=[O:31])[C:25]1[CH:26]=[CH:27][CH:28]=[CH:29][CH:30]=1)([CH3:21])[CH3:20]. The catalyst class is: 3. (6) Reactant: C(O[C:4](=[O:21])[CH2:5][C:6]([CH:8]1[CH2:13][CH2:12][N:11]([C:14]([O:16][C:17]([CH3:20])([CH3:19])[CH3:18])=[O:15])[CH2:10][CH2:9]1)=O)C.[F:22][C:23]([F:35])([F:34])[C:24]1[CH:25]=[C:26]2[C:30](=[CH:31][CH:32]=1)[NH:29][N:28]=[C:27]2[NH2:33].P([O-])([O-])([O-])=O.[K+].[K+].[K+]. Product: [O:21]=[C:4]1[CH:5]=[C:6]([CH:8]2[CH2:9][CH2:10][N:11]([C:14]([O:16][C:17]([CH3:18])([CH3:19])[CH3:20])=[O:15])[CH2:12][CH2:13]2)[N:28]2[N:29]=[C:30]3[C:26]([CH:25]=[C:24]([C:23]([F:34])([F:22])[F:35])[CH:32]=[CH:31]3)=[C:27]2[NH:33]1. The catalyst class is: 12.